Dataset: Catalyst prediction with 721,799 reactions and 888 catalyst types from USPTO. Task: Predict which catalyst facilitates the given reaction. (1) Reactant: [Br:1][CH2:2][C:3]1[CH:8]=[CH:7][CH:6]=[C:5]([O:9][CH3:10])[CH:4]=1.[Br:11]Br.CCCCCC. Product: [Br:11][C:8]1[CH:7]=[CH:6][C:5]([O:9][CH3:10])=[CH:4][C:3]=1[CH2:2][Br:1]. The catalyst class is: 22. (2) Reactant: [C:1]([Li])([CH3:4])([CH3:3])[CH3:2].Br[C:7]1[CH:19]=[CH:18][C:17]2[C:16]3[C:11](=[CH:12][C:13](Br)=[CH:14][CH:15]=3)[C:10]3([C:32]4[CH:31]=[C:30](Br)[CH:29]=[CH:28][C:27]=4[C:26]4[C:21]3=[CH:22][C:23](Br)=[CH:24][CH:25]=4)[C:9]=2[CH:8]=1.F[B:36]([C:46]1[C:51]([CH3:52])=[CH:50][C:49]([CH3:53])=[CH:48][C:47]=1[CH3:54])[C:37]1[C:42]([CH3:43])=[CH:41][C:40]([CH3:44])=[CH:39][C:38]=1[CH3:45]. Product: [C:1]1([CH3:4])[CH:3]=[C:51]([CH3:50])[CH:46]=[C:47]([CH3:48])[C:2]=1[B:36]([C:37]1[C:42]([CH3:43])=[CH:41][C:40]([CH3:44])=[CH:39][C:38]=1[CH3:45])[C:7]1[CH:19]=[CH:18][C:17]2[C:16]3[C:11](=[CH:12][C:13]([B:36]([C:46]4[C:51]([CH3:52])=[CH:50][C:49]([CH3:53])=[CH:48][C:47]=4[CH3:54])[C:37]4[C:42]([CH3:43])=[CH:41][C:40]([CH3:44])=[CH:39][C:38]=4[CH3:45])=[CH:14][CH:15]=3)[C:10]3([C:32]4[CH:31]=[C:30]([B:36]([C:46]5[C:47]([CH3:54])=[CH:48][C:49]([CH3:53])=[CH:50][C:51]=5[CH3:52])[C:37]5[C:42]([CH3:43])=[CH:41][C:40]([CH3:44])=[CH:39][C:38]=5[CH3:45])[CH:29]=[CH:28][C:27]=4[C:26]4[C:21]3=[CH:22][C:23]([B:36]([C:46]3[C:47]([CH3:54])=[CH:48][C:49]([CH3:53])=[CH:50][C:51]=3[CH3:52])[C:37]3[C:42]([CH3:43])=[CH:41][C:40]([CH3:44])=[CH:39][C:38]=3[CH3:45])=[CH:24][CH:25]=4)[C:9]=2[CH:8]=1. The catalyst class is: 323.